From a dataset of Serine/threonine kinase 33 screen with 319,792 compounds. Binary Classification. Given a drug SMILES string, predict its activity (active/inactive) in a high-throughput screening assay against a specified biological target. (1) The drug is S(Cc1ccc(cc1)C)c1nnc(c2occc2)cc1. The result is 0 (inactive). (2) The drug is S(=O)(=O)(Nc1c(=O)n2[nH]c(nc2nc1C)CCC)c1ccc(CC(C)C)cc1. The result is 0 (inactive). (3) The molecule is S(Cc1c(OC)ccc(c1)C(OC)=O)c1oc(nn1)COc1ccc(OC)cc1. The result is 0 (inactive). (4) The compound is S(c1n(c(nn1)CC(=O)Nc1ccccc1)C)CCOc1ccccc1. The result is 0 (inactive). (5) The compound is Brc1ccc(C(=O)CSc2n3nc(nc3c3c(n2)cc(OC)c(OC)c3)C)cc1. The result is 0 (inactive). (6) The drug is ClC1=C/C(=c2\[nH]c(nc(NCC)n2)N)C(=O)C=C1. The result is 1 (active). (7) The drug is Brc1cc(CNC(=O)C2CCCN(C2)c2oc3c(n2)cccc3)c(OC)cc1. The result is 0 (inactive).